From a dataset of Reaction yield outcomes from USPTO patents with 853,638 reactions. Predict the reaction yield, written as a fraction of the theoretical maximum amount of product (1.0 means a 100% yield; for example, 0.34 means a 34% yield). (1) The reactants are [NH2:1][C:2]1[C:3]([C:16]2[CH:24]=[CH:23][C:19]([C:20](O)=[O:21])=[C:18]([F:25])[CH:17]=2)=[N:4][C:5]([C@H:8]2[CH2:13][CH2:12][C@H:11]([OH:14])[C@@H:10]([F:15])[CH2:9]2)=[CH:6][N:7]=1.Cl.[NH2:27][C@@H:28]([C:31]1[CH:36]=[C:35]([F:37])[CH:34]=[C:33]([Br:38])[CH:32]=1)[CH2:29][OH:30].C(Cl)CCl.CCN(C(C)C)C(C)C.C(O)(C(F)(F)F)=O. The catalyst is CN(C=O)C.O. The product is [NH2:1][C:2]1[C:3]([C:16]2[CH:24]=[CH:23][C:19]([C:20]([NH:27][C@@H:28]([C:31]3[CH:36]=[C:35]([F:37])[CH:34]=[C:33]([Br:38])[CH:32]=3)[CH2:29][OH:30])=[O:21])=[C:18]([F:25])[CH:17]=2)=[N:4][C:5]([C@H:8]2[CH2:13][CH2:12][C@H:11]([OH:14])[C@@H:10]([F:15])[CH2:9]2)=[CH:6][N:7]=1. The yield is 0.328. (2) The reactants are [CH3:1][O:2][C:3]1[CH:22]=[CH:21][C:6]([CH2:7][CH2:8][CH:9]2[C:16]3[CH:15]=[C:14]([C:17]([O:19]C)=[O:18])[NH:13][C:12]=3[CH2:11][CH2:10]2)=[CH:5][CH:4]=1.O.[OH-].[Li+]. No catalyst specified. The product is [CH3:1][O:2][C:3]1[CH:22]=[CH:21][C:6]([CH2:7][CH2:8][CH:9]2[C:16]3[CH:15]=[C:14]([C:17]([OH:19])=[O:18])[NH:13][C:12]=3[CH2:11][CH2:10]2)=[CH:5][CH:4]=1. The yield is 0.630. (3) The reactants are [CH2:1]([CH:3]1[C:9]2[CH:10]=[C:11]([O:17][CH3:18])[C:12]([N+:14]([O-])=O)=[CH:13][C:8]=2[CH2:7][CH2:6][N:5]([CH2:19][CH3:20])[C:4]1=[O:21])[CH3:2].[H][H]. The catalyst is [Pd].CCO. The product is [NH2:14][C:12]1[C:11]([O:17][CH3:18])=[CH:10][C:9]2[CH:3]([CH2:1][CH3:2])[C:4](=[O:21])[N:5]([CH2:19][CH3:20])[CH2:6][CH2:7][C:8]=2[CH:13]=1. The yield is 0.930. (4) The reactants are [Br:1][C:2]1[CH:7]=[CH:6][C:5]([NH:8][C:9](=[O:14])[C:10]([CH3:13])([CH3:12])[CH3:11])=[C:4]([C:15]2[N:20]=[CH:19][CH:18]=[CH:17][N:16]=2)[CH:3]=1.[N+:21]([O-])([OH:23])=[O:22].CO. The catalyst is C(O)(C(F)(F)F)=O.O. The product is [Br:1][C:2]1[CH:3]=[C:4]([C:15]2[N:16]=[CH:17][CH:18]=[CH:19][N:20]=2)[C:5]([NH:8][C:9](=[O:14])[C:10]([CH3:12])([CH3:13])[CH3:11])=[C:6]([N+:21]([O-:23])=[O:22])[CH:7]=1. The yield is 0.810.